From a dataset of Full USPTO retrosynthesis dataset with 1.9M reactions from patents (1976-2016). Predict the reactants needed to synthesize the given product. (1) Given the product [Br:1][C:2]1[CH:3]=[CH:4][C:5]2[O:14][C:13]3[C:12](=[O:15])[NH:11][C:10]([CH:16]4[CH2:21][CH2:20][CH2:19][N:18]4[CH3:22])=[N:9][C:8]=3[C:6]=2[CH:7]=1, predict the reactants needed to synthesize it. The reactants are: [Br:1][C:2]1[CH:3]=[CH:4][C:5]2[O:14][C:13]3[C:12](=[O:15])[NH:11][C:10]([CH:16]4[CH2:21][CH2:20][CH2:19][N:18]([CH3:22])C4)=[N:9][C:8]=3[C:6]=2[CH:7]=1.NC1CCC(C2NC(=O)C3OC4C=CC(Br)=CC=4C=3N=2)CC1.Cl.Cl.BrC1C=CC2OC3C(=O)NC(C4CCCNC4)=NC=3C=2C=1. (2) Given the product [Br:41][C:25]1[C:24]2[NH:23][C:22](=[O:30])[C:21]3[S:31][CH:32]=[CH:33][C:20]=3[C:19]=2[C:18]([C:16]2[CH:15]=[CH:14][C:3]([CH2:4][CH2:5][NH:6][C:7](=[O:13])[O:8][C:9]([CH3:12])([CH3:11])[CH3:10])=[C:2]([F:1])[CH:17]=2)=[C:27]([O:28][CH3:29])[CH:26]=1, predict the reactants needed to synthesize it. The reactants are: [F:1][C:2]1[CH:17]=[C:16]([C:18]2[C:19]3[C:20]4[CH:33]=[CH:32][S:31][C:21]=4[C:22](=[O:30])[NH:23][C:24]=3[CH:25]=[CH:26][C:27]=2[O:28][CH3:29])[CH:15]=[CH:14][C:3]=1[CH2:4][CH2:5][NH:6][C:7](=[O:13])[O:8][C:9]([CH3:12])([CH3:11])[CH3:10].C1C(=O)N([Br:41])C(=O)C1. (3) Given the product [Cl:1][C:2]1[CH:3]=[C:4]([NH:5][C:12](=[O:17])[C:13]([CH3:16])([CH3:15])[CH3:14])[CH:6]=[CH:7][C:8]=1[Cl:9], predict the reactants needed to synthesize it. The reactants are: [Cl:1][C:2]1[CH:3]=[C:4]([CH:6]=[CH:7][C:8]=1[Cl:9])[NH2:5].[OH-].[Na+].[C:12](Cl)(=[O:17])[C:13]([CH3:16])([CH3:15])[CH3:14]. (4) Given the product [Cl:57][C:52]1[CH:53]=[C:54]2[C:49](=[CH:50][CH:51]=1)[CH:48]=[C:47]([S:44]([CH2:43][C@@H:42]([OH:58])[C:41]([N:38]1[CH2:37][CH2:36][CH:35]([N:31]3[CH2:32][CH2:33][CH2:34][N:29]([CH2:28][CH2:27][OH:26])[C:30]3=[O:60])[CH2:40][CH2:39]1)=[O:59])(=[O:45])=[O:46])[CH:56]=[CH:55]2, predict the reactants needed to synthesize it. The reactants are: [F-].C([N+](CCCC)(CCCC)CCCC)CCC.[Si]([O:26][CH2:27][CH2:28][N:29]1[CH2:34][CH2:33][CH2:32][N:31]([CH:35]2[CH2:40][CH2:39][N:38]([C:41](=[O:59])[C@H:42]([OH:58])[CH2:43][S:44]([C:47]3[CH:56]=[CH:55][C:54]4[C:49](=[CH:50][CH:51]=[C:52]([Cl:57])[CH:53]=4)[CH:48]=3)(=[O:46])=[O:45])[CH2:37][CH2:36]2)[C:30]1=[O:60])(C(C)(C)C)(C)C. (5) Given the product [Cl:2][C:3]1[CH:8]=[CH:7][N:6]=[C:5]([NH2:9])[C:4]=1[I:17], predict the reactants needed to synthesize it. The reactants are: Br.[Cl:2][C:3]1[CH:8]=[CH:7][N:6]=[C:5]([NH:9]C(=O)OC(C)(C)C)[C:4]=1[I:17].[OH-].[Na+].